Task: Predict the product of the given reaction.. Dataset: Forward reaction prediction with 1.9M reactions from USPTO patents (1976-2016) (1) The product is: [F:17][C:15]1[C:14]([C:18]#[C:19][C:20]([OH:23])([CH3:22])[CH3:21])=[CH:13][C:12]2[C:6]3[N:7]([C:24]([C:25]([NH:37][CH:33]4[CH2:34][CH2:35][CH2:36][N:31]([CH3:30])[CH2:32]4)=[O:27])=[C:4]([C:1]([NH2:2])=[O:3])[N:5]=3)[CH2:8][CH2:9][O:10][C:11]=2[CH:16]=1. Given the reactants [C:1]([C:4]1[N:5]=[C:6]2[C:12]3[CH:13]=[C:14]([C:18]#[C:19][C:20]([OH:23])([CH3:22])[CH3:21])[C:15]([F:17])=[CH:16][C:11]=3[O:10][CH2:9][CH2:8][N:7]2[C:24]=1[C:25]([OH:27])=O)(=[O:3])[NH2:2].Cl.Cl.[CH3:30][N:31]1[CH2:36][CH2:35][CH2:34][CH:33]([NH2:37])[CH2:32]1, predict the reaction product. (2) Given the reactants [NH2:1][C:2]1[C:3]2[N:4]([C:8]([C@H:20]3[CH2:25][CH2:24][C@H:23]([CH2:26][NH2:27])[CH2:22][CH2:21]3)=[N:9][C:10]=2[C:11]2[NH:12][C:13]3[C:18]([CH:19]=2)=[CH:17][CH:16]=[CH:15][CH:14]=3)[CH:5]=[CH:6][N:7]=1.CCN=C=NC[CH2:34][CH2:35]N(C)C.Cl.C(N(CC)C(C)C)(C)C.CN(C)C=[O:52], predict the reaction product. The product is: [NH2:1][C:2]1[C:3]2[N:4]([C:8]([C@H:20]3[CH2:21][CH2:22][C@H:23]([CH2:26][NH:27][C:34](=[O:52])[CH3:35])[CH2:24][CH2:25]3)=[N:9][C:10]=2[C:11]2[NH:12][C:13]3[C:18]([CH:19]=2)=[CH:17][CH:16]=[CH:15][CH:14]=3)[CH:5]=[CH:6][N:7]=1. (3) Given the reactants [F:1][C:2]1[C:3]2[O:28][N:27]=[C:26]([C:29]3[CH:34]=[CH:33][N:32]=[C:31](S(C)(=O)=O)[N:30]=3)[C:4]=2[CH:5]=[C:6]2[C:19]=1[N:18]1[CH2:20][C@@H:21]([CH3:25])[O:22][C@@H:23]([CH3:24])[C@@H:17]1[C:8]1([C:13](=[O:14])[NH:12][C:11](=[O:15])[NH:10][C:9]1=[O:16])[CH2:7]2.N.[CH3:40][OH:41], predict the reaction product. The product is: [F:1][C:2]1[C:3]2[O:28][N:27]=[C:26]([C:29]3[CH:34]=[CH:33][N:32]=[C:31]([O:41][CH3:40])[N:30]=3)[C:4]=2[CH:5]=[C:6]2[C:19]=1[N:18]1[CH2:20][C@@H:21]([CH3:25])[O:22][C@@H:23]([CH3:24])[C@@H:17]1[C:8]1([C:13](=[O:14])[NH:12][C:11](=[O:15])[NH:10][C:9]1=[O:16])[CH2:7]2. (4) The product is: [C:5]([N:4]1[CH2:3][C:2]([CH3:9])([CH3:1])[NH:10][C:15]([CH2:17][CH2:18][CH2:19][CH3:20])([CH2:11][CH2:12][CH2:13][CH3:14])[C:23]1=[O:21])([CH3:8])([CH3:7])[CH3:6]. Given the reactants [CH3:1][C:2]([NH2:10])([CH3:9])[CH2:3][NH:4][C:5]([CH3:8])([CH3:7])[CH3:6].[CH2:11]([C:15]([CH2:17][CH2:18][CH2:19][CH3:20])=O)[CH2:12][CH2:13][CH3:14].[OH-:21].[Na+].[CH:23](Cl)(Cl)Cl, predict the reaction product. (5) Given the reactants I[C:2]1[S:10][C:5]2=[CH:6][N:7]=[CH:8][CH:9]=[C:4]2[C:3]=1[NH:11][C:12](=[O:18])[O:13][C:14]([CH3:17])([CH3:16])[CH3:15].[N:19]1[CH:24]=[CH:23][CH:22]=[C:21](B(O)O)[CH:20]=1.C([O-])([O-])=O.[K+].[K+], predict the reaction product. The product is: [N:19]1[CH:24]=[CH:23][CH:22]=[C:21]([C:2]2[S:10][C:5]3=[CH:6][N:7]=[CH:8][CH:9]=[C:4]3[C:3]=2[NH:11][C:12](=[O:18])[O:13][C:14]([CH3:17])([CH3:16])[CH3:15])[CH:20]=1. (6) Given the reactants C([Mg]Cl)(C)C.[Br:6][C:7]1[CH:12]=[CH:11][C:10](I)=[C:9]([F:14])[CH:8]=1.[C:15](=[C:18]1[C:23](=[O:24])[O:22][C:21]([CH3:26])([CH3:25])[O:20][C:19]1=[O:27])([CH3:17])[CH3:16], predict the reaction product. The product is: [Br:6][C:7]1[CH:12]=[CH:11][C:10]([C:15]([CH:18]2[C:19](=[O:27])[O:20][C:21]([CH3:25])([CH3:26])[O:22][C:23]2=[O:24])([CH3:17])[CH3:16])=[C:9]([F:14])[CH:8]=1. (7) Given the reactants [F:1][C:2]1[CH:7]=[CH:6][C:5]([C:8]2[CH:13]=[C:12]([CH3:14])[N:11]=[CH:10][C:9]=2[N:15]([CH3:35])[C:16](=[O:34])[C:17]2[CH:22]=[C:21]([S:23]CC[Si](C)(C)C)[CH:20]=[C:19]([C:30]([F:33])([F:32])[F:31])[CH:18]=2)=[C:4]([O:36][CH3:37])[CH:3]=1.[F-].C([N+](CCCC)(CCCC)CCCC)CCC.C(O)(=O)CC(CC(O)=O)(C(O)=O)O.CCOC(C)=O, predict the reaction product. The product is: [F:1][C:2]1[CH:7]=[CH:6][C:5]([C:8]2[CH:13]=[C:12]([CH3:14])[N:11]=[CH:10][C:9]=2[N:15]([CH3:35])[C:16](=[O:34])[C:17]2[CH:18]=[C:19]([C:30]([F:33])([F:32])[F:31])[CH:20]=[C:21]([SH:23])[CH:22]=2)=[C:4]([O:36][CH3:37])[CH:3]=1. (8) Given the reactants Cl.[O:2]1[CH2:7][CH2:6][CH:5]([NH:8][NH2:9])[CH2:4][CH2:3]1.C(=O)([O-])[O-].[K+].[K+].[Br:16][C:17]1[C:22]([CH3:23])=[CH:21][C:20]([NH:24][C:25](=[O:27])[CH3:26])=[C:19]([C:28](=O)/[CH:29]=[CH:30]/N(C)C)[CH:18]=1.O.C(OCC)(=O)C, predict the reaction product. The product is: [Br:16][C:17]1[C:22]([CH3:23])=[CH:21][C:20]([NH:24][C:25](=[O:27])[CH3:26])=[C:19]([C:28]2[N:8]([CH:5]3[CH2:6][CH2:7][O:2][CH2:3][CH2:4]3)[N:9]=[CH:30][CH:29]=2)[CH:18]=1.